Dataset: NCI-60 drug combinations with 297,098 pairs across 59 cell lines. Task: Regression. Given two drug SMILES strings and cell line genomic features, predict the synergy score measuring deviation from expected non-interaction effect. (1) Drug 1: C1CN(P(=O)(OC1)NCCCl)CCCl. Synergy scores: CSS=43.6, Synergy_ZIP=9.13, Synergy_Bliss=9.95, Synergy_Loewe=-55.9, Synergy_HSA=6.23. Cell line: SN12C. Drug 2: B(C(CC(C)C)NC(=O)C(CC1=CC=CC=C1)NC(=O)C2=NC=CN=C2)(O)O. (2) Drug 1: C1=CC(=CC=C1CC(C(=O)O)N)N(CCCl)CCCl.Cl. Drug 2: C1=CN(C=N1)CC(O)(P(=O)(O)O)P(=O)(O)O. Cell line: OVCAR3. Synergy scores: CSS=0.00750, Synergy_ZIP=-5.13, Synergy_Bliss=-11.6, Synergy_Loewe=-14.5, Synergy_HSA=-12.8.